This data is from Forward reaction prediction with 1.9M reactions from USPTO patents (1976-2016). The task is: Predict the product of the given reaction. Given the reactants [H][H].[CH:3]1([O:9][CH2:10][C@H:11]([OH:34])/[CH:12]=[CH:13]/[C@@H:14]2[C@@H:23]3[C@@H:17]([O:18][CH2:19][C@@H:20]([CH2:24][CH2:25][CH2:26][C:27]([O:29][CH:30]([CH3:32])[CH3:31])=[O:28])[CH2:21][CH2:22]3)[CH2:16][C@H:15]2[OH:33])[CH2:8][CH2:7][CH2:6][CH2:5][CH2:4]1, predict the reaction product. The product is: [OH:33][C@@H:15]1[CH2:16][C@@H:17]2[O:18][CH2:19][C@@H:20]([CH2:24][CH2:25][CH2:26][C:27]([O:29][CH:30]([CH3:32])[CH3:31])=[O:28])[CH2:21][CH2:22][C@@H:23]2[C@H:14]1[CH2:13][CH2:12][C@@H:11]([OH:34])[CH2:10][O:9][C:3]1[CH:4]=[CH:5][CH:6]=[CH:7][CH:8]=1.